The task is: Regression. Given two drug SMILES strings and cell line genomic features, predict the synergy score measuring deviation from expected non-interaction effect.. This data is from NCI-60 drug combinations with 297,098 pairs across 59 cell lines. (1) Drug 1: C1CC(C1)(C(=O)O)C(=O)O.[NH2-].[NH2-].[Pt+2]. Drug 2: B(C(CC(C)C)NC(=O)C(CC1=CC=CC=C1)NC(=O)C2=NC=CN=C2)(O)O. Cell line: RXF 393. Synergy scores: CSS=44.7, Synergy_ZIP=-0.886, Synergy_Bliss=0.207, Synergy_Loewe=-63.1, Synergy_HSA=0.118. (2) Drug 1: CNC(=O)C1=CC=CC=C1SC2=CC3=C(C=C2)C(=NN3)C=CC4=CC=CC=N4. Drug 2: C1=CN(C(=O)N=C1N)C2C(C(C(O2)CO)O)O.Cl. Cell line: MOLT-4. Synergy scores: CSS=74.4, Synergy_ZIP=1.71, Synergy_Bliss=1.49, Synergy_Loewe=-4.31, Synergy_HSA=3.68.